This data is from Forward reaction prediction with 1.9M reactions from USPTO patents (1976-2016). The task is: Predict the product of the given reaction. Given the reactants [CH3:1][C:2]1([CH3:40])[C:14]2[CH:13]=[C:12]([C:15]3[CH:27]=[CH:26][C:25]4[C:24]5[C:19](=[CH:20][C:21]([C:28]#[C:29][Si](C)(C)C)=[CH:22][CH:23]=5)[C:18]([CH3:35])([CH3:34])[C:17]=4[CH:16]=3)[CH:11]=[CH:10][C:9]=2[C:8]2[C:3]1=[CH:4][C:5]([NH:36][C:37](=[O:39])[CH3:38])=[CH:6][CH:7]=2.I[C:42]1[CH:47]=[CH:46][C:45]([N+:48]([O-:50])=[O:49])=[CH:44][CH:43]=1, predict the reaction product. The product is: [CH3:1][C:2]1([CH3:40])[C:14]2[CH:13]=[C:12]([C:15]3[CH:27]=[CH:26][C:25]4[C:24]5[C:19](=[CH:20][C:21]([C:28]#[C:29][C:42]6[CH:47]=[CH:46][C:45]([N+:48]([O-:50])=[O:49])=[CH:44][CH:43]=6)=[CH:22][CH:23]=5)[C:18]([CH3:35])([CH3:34])[C:17]=4[CH:16]=3)[CH:11]=[CH:10][C:9]=2[C:8]2[C:3]1=[CH:4][C:5]([NH:36][C:37](=[O:39])[CH3:38])=[CH:6][CH:7]=2.